From a dataset of Cav3 T-type calcium channel HTS with 100,875 compounds. Binary Classification. Given a drug SMILES string, predict its activity (active/inactive) in a high-throughput screening assay against a specified biological target. (1) The drug is O(CC(O)C(O)(C)C)c1c2c(occ2)cc2oc(=O)ccc12. The result is 0 (inactive). (2) The molecule is Oc1c(cc2c(c1)cccc2)C(=O)NCCO. The result is 0 (inactive). (3) The drug is O=C1N(C(=O)C2C1C1CC2C=C1)CCC(=O)NCC1OCCC1. The result is 0 (inactive). (4) The compound is Clc1cc(CSc2n3c(=NC(CCC(=O)NCc4occc4)C3=O)c3c(n2)cccc3)ccc1. The result is 0 (inactive).